From a dataset of Forward reaction prediction with 1.9M reactions from USPTO patents (1976-2016). Predict the product of the given reaction. (1) Given the reactants C(N(CC)CC)C.[Cl:8][C:9]1[C:18]2[C:13](=[CH:14][C:15]([C:19]#[N:20])=[CH:16][CH:17]=2)[C:12]([NH:21][CH2:22][C:23]2[CH:28]=[CH:27][C:26]([O:29][CH3:30])=[C:25]([Cl:31])[CH:24]=2)=[N:11][N:10]=1.[NH2:32][C:33]([CH3:37])([CH3:36])[C:34]#[CH:35].N, predict the reaction product. The product is: [ClH:8].[NH2:32][C:33]([CH3:37])([CH3:36])[C:34]#[C:35][C:9]1[C:18]2[C:13](=[CH:14][C:15]([C:19]#[N:20])=[CH:16][CH:17]=2)[C:12]([NH:21][CH2:22][C:23]2[CH:28]=[CH:27][C:26]([O:29][CH3:30])=[C:25]([Cl:31])[CH:24]=2)=[N:11][N:10]=1. (2) Given the reactants [Cl:1][C:2]1[C:3]([CH3:25])=[C:4]([C:9]2[C:10](=[O:24])[N:11]([O:22][CH3:23])[C:12]3([CH2:19][CH2:18][N:17]([O:20][CH3:21])[CH2:16][CH2:15]3)[C:13]=2[OH:14])[C:5]([CH3:8])=[CH:6][CH:7]=1.[N+:26]([O-])([OH:28])=[O:27], predict the reaction product. The product is: [Cl:1][C:2]1[C:3]([CH3:25])=[C:4]([C:9]2([N+:26]([O-:28])=[O:27])[C:13](=[O:14])[C:12]3([CH2:15][CH2:16][N:17]([O:20][CH3:21])[CH2:18][CH2:19]3)[N:11]([O:22][CH3:23])[C:10]2=[O:24])[C:5]([CH3:8])=[CH:6][CH:7]=1. (3) The product is: [Cl:14][C:10]1[CH:9]=[C:8]([C:6]2[N:5]=[C:4]([S:15][CH3:16])[N:3]=[C:2]([NH:30][CH2:29][CH:28]([O:31][CH3:32])[O:27][CH3:26])[CH:7]=2)[CH:13]=[CH:12][N:11]=1. Given the reactants Cl[C:2]1[CH:7]=[C:6]([C:8]2[CH:13]=[CH:12][N:11]=[C:10]([Cl:14])[CH:9]=2)[N:5]=[C:4]([S:15][CH3:16])[N:3]=1.CC#N.C([O-])([O-])=O.[K+].[K+].[CH3:26][O:27][CH:28]([O:31][CH3:32])[CH2:29][NH2:30], predict the reaction product. (4) Given the reactants [H-].[Na+].[CH2:3]([OH:15])[CH2:4][O:5][CH2:6][CH2:7][O:8][CH2:9][CH2:10][O:11][CH2:12][CH2:13]O.[CH3:16][C:17]1[CH:36]=[C:35]([CH3:37])[CH:34]=[C:33]([CH3:38])[C:18]=1[CH2:19][CH:20]([OH:32])[CH2:21][O:22][CH2:23][CH2:24][O:25][CH2:26][CH2:27][O:28][CH2:29][CH2:30][OH:31].CCCCCC, predict the reaction product. The product is: [CH3:16][C:17]1[CH:36]=[C:35]([CH3:37])[CH:34]=[C:33]([CH3:38])[C:18]=1[CH2:19][CH:20]([OH:32])[CH2:21][O:22][CH2:23][CH2:24][O:25][CH2:26][CH2:27][O:28][CH2:29][CH2:30][O:31][CH2:13][CH2:12][O:11][CH2:10][CH2:9][O:8][CH2:7][CH2:6][O:5][CH2:4][CH2:3][OH:15]. (5) The product is: [CH3:1][C@@H:2]1[N:7]([C:8]2[N:9]=[C:10]([C:24]3[CH:29]=[CH:28][C:27]([NH:30][C:31]([NH:46][C:43]4[CH:44]=[CH:45][N:40]=[CH:41][CH:42]=4)=[O:32])=[CH:26][CH:25]=3)[C:11]3[CH2:16][NH:15][CH2:14][C:12]=3[N:13]=2)[CH2:6][CH2:5][O:4][CH2:3]1. Given the reactants [CH3:1][C@@H:2]1[N:7]([C:8]2[N:9]=[C:10]([C:24]3[CH:29]=[CH:28][C:27]([NH:30][C:31](OC4C=CC=CC=4)=[O:32])=[CH:26][CH:25]=3)[C:11]3[CH2:16][N:15](C(OC(C)(C)C)=O)[CH2:14][C:12]=3[N:13]=2)[CH2:6][CH2:5][O:4][CH2:3]1.[N:40]1[CH:45]=[CH:44][C:43]([NH2:46])=[CH:42][CH:41]=1.CCN(CC)CC, predict the reaction product. (6) Given the reactants [O:1](CCCCCCCCCCCC)[C@@H:2]1[O:10][C@H:9]([CH2:11][OH:12])[C@@H:7]([OH:8])[C@H:5]([OH:6])[C@H:3]1[OH:4].C(OI([C:34]1[CH:39]=[CH:38][CH:37]=[CH:36][CH:35]=1)OC(=O)C)(=O)C.[CH3:40][C:41]1(C)N([O])[C:45](C)(C)[CH2:44][CH2:43][CH2:42]1.[OH2:51], predict the reaction product. The product is: [CH2:40]([C@:2]1([O:10][C@H:9]([C:11]([OH:12])=[O:51])[C@@H:7]([OH:8])[C@H:5]([OH:6])[C@H:3]1[OH:4])[OH:1])[CH2:41][CH2:42][CH2:43][CH2:44][CH2:45][CH2:35][CH2:36][CH2:37][CH2:38][CH2:39][CH3:34]. (7) The product is: [C:1]([O:5][C:6]([N:8]1[CH2:12][C:11]([OH:13])([CH3:19])[CH2:10][C@H:9]1[C:14]([OH:16])=[O:15])=[O:7])([CH3:4])([CH3:2])[CH3:3]. Given the reactants [C:1]([O:5][C:6]([N:8]1[CH2:12][C:11](=[O:13])[CH2:10][C@H:9]1[C:14]([OH:16])=[O:15])=[O:7])([CH3:4])([CH3:3])[CH3:2].Br[Mg][CH3:19], predict the reaction product. (8) Given the reactants [F:1][C:2]([F:7])([F:6])[C:3]([OH:5])=[O:4].[C:8]1([CH:14]([C:44]2[CH:49]=[CH:48][CH:47]=[CH:46][CH:45]=2)[CH2:15][NH:16][C:17]2[N:25]=[C:24]([NH:26][C@@H:27]3[CH2:31][CH2:30][NH:29][CH2:28]3)[N:23]=[C:22]3[C:18]=2[N:19]=[CH:20][N:21]3[C@@H:32]2[CH2:36][C@H:35]([NH:37][C:38](=[O:41])[CH2:39][CH3:40])[C@@H:34]([OH:42])[C@H:33]2[OH:43])[CH:13]=[CH:12][CH:11]=[CH:10][CH:9]=1.[N:50]1([C:64]2[CH:69]=[CH:68][CH:67]=[CH:66][N:65]=2)[CH2:55][CH2:54][CH:53]([NH:56][C:57](N2C=CN=C2)=[O:58])[CH2:52][CH2:51]1, predict the reaction product. The product is: [F:1][C:2]([F:7])([F:6])[C:3]([OH:5])=[O:4].[N:50]1([C:64]2[CH:69]=[CH:68][CH:67]=[CH:66][N:65]=2)[CH2:55][CH2:54][CH:53]([NH:56][C:57]([N:29]2[CH2:30][CH2:31][C@@H:27]([NH:26][C:24]3[N:23]=[C:22]4[C:18]([N:19]=[CH:20][N:21]4[C@@H:32]4[CH2:36][C@H:35]([NH:37][C:38](=[O:41])[CH2:39][CH3:40])[C@@H:34]([OH:42])[C@H:33]4[OH:43])=[C:17]([NH:16][CH2:15][CH:14]([C:44]4[CH:45]=[CH:46][CH:47]=[CH:48][CH:49]=4)[C:8]4[CH:9]=[CH:10][CH:11]=[CH:12][CH:13]=4)[N:25]=3)[CH2:28]2)=[O:58])[CH2:52][CH2:51]1. (9) Given the reactants [C:1](OC(=O)C)(=[O:3])C.C(O)=O.[CH3:11][O:12][C:13](=[O:22])[CH2:14][C:15]1[CH:20]=[CH:19][C:18]([NH2:21])=[CH:17][CH:16]=1, predict the reaction product. The product is: [CH3:11][O:12][C:13](=[O:22])[CH2:14][C:15]1[CH:20]=[CH:19][C:18]([NH:21][CH:1]=[O:3])=[CH:17][CH:16]=1.